Dataset: Peptide-MHC class I binding affinity with 185,985 pairs from IEDB/IMGT. Task: Regression. Given a peptide amino acid sequence and an MHC pseudo amino acid sequence, predict their binding affinity value. This is MHC class I binding data. The peptide sequence is FLLAQFTSA. The MHC is HLA-A68:02 with pseudo-sequence HLA-A68:02. The binding affinity (normalized) is 0.150.